This data is from Full USPTO retrosynthesis dataset with 1.9M reactions from patents (1976-2016). The task is: Predict the reactants needed to synthesize the given product. (1) Given the product [Cl:23][C:20]1[CH:21]=[CH:22][C:17]([O:16][C:14](=[O:15])[NH:12][N:3]2[CH2:4][CH2:5][C:6]3[C:11](=[CH:10][CH:9]=[CH:8][CH:7]=3)[CH2:2]2)=[CH:18][CH:19]=1, predict the reactants needed to synthesize it. The reactants are: Cl.[CH2:2]1[C:11]2[C:6](=[CH:7][CH:8]=[CH:9][CH:10]=2)[CH2:5][CH2:4][N:3]1[NH2:12].Cl[C:14]([O:16][C:17]1[CH:22]=[CH:21][C:20]([Cl:23])=[CH:19][CH:18]=1)=[O:15]. (2) Given the product [NH2:30][CH2:29][CH2:28][N:8]1[C:9]2[C:5](=[CH:4][CH:3]=[C:2]([Cl:1])[CH:10]=2)[C:6]([C:11]([N:13]2[CH2:18][CH2:17][CH:16]([C:19]3[CH:24]=[CH:23][CH:22]=[CH:21][C:20]=3[O:25][CH3:26])[CH2:15][CH2:14]2)=[O:12])=[CH:7]1, predict the reactants needed to synthesize it. The reactants are: [Cl:1][C:2]1[CH:10]=[C:9]2[C:5]([C:6]([C:11]([N:13]3[CH2:18][CH2:17][CH:16]([C:19]4[CH:24]=[CH:23][CH:22]=[CH:21][C:20]=4[O:25][CH3:26])[CH2:15][CH2:14]3)=[O:12])=[CH:7][NH:8]2)=[CH:4][CH:3]=1.Cl[CH2:28][CH2:29][NH2:30].